This data is from Full USPTO retrosynthesis dataset with 1.9M reactions from patents (1976-2016). The task is: Predict the reactants needed to synthesize the given product. (1) Given the product [C:23]([O:22][C:20]([NH:27][CH2:28][CH2:29][O:18][C:17](=[O:19])[CH2:16][C:11]1[CH:12]=[CH:13][CH:14]=[CH:15][C:10]=1[NH:9][C:3]1[C:2]([Cl:1])=[CH:7][CH:6]=[CH:5][C:4]=1[Cl:8])=[O:21])([CH3:26])([CH3:25])[CH3:24].[Cl:1][C:2]1[CH:7]=[CH:6][CH:5]=[C:4]([Cl:8])[C:3]=1[N:9]1[C:10]2[C:11](=[CH:12][CH:13]=[CH:14][CH:15]=2)[CH2:16][C:17]1=[O:19], predict the reactants needed to synthesize it. The reactants are: [Cl:1][C:2]1[CH:7]=[CH:6][CH:5]=[C:4]([Cl:8])[C:3]=1[NH:9][C:10]1[CH:15]=[CH:14][CH:13]=[CH:12][C:11]=1[CH2:16][C:17]([OH:19])=[O:18].[C:20]([NH:27][CH2:28][CH2:29]O)([O:22][C:23]([CH3:26])([CH3:25])[CH3:24])=[O:21].C1CCC(N=C=NC2CCCCC2)CC1. (2) Given the product [OH:7][C:8]1[CH:15]=[CH:14][C:11](/[CH:12]=[CH:21]/[C:22]([NH:24][C:25]2[CH:33]=[CH:32][CH:31]=[CH:30][C:26]=2[C:27]([OH:29])=[O:28])=[O:23])=[CH:10][C:9]=1[O:16][CH3:17], predict the reactants needed to synthesize it. The reactants are: N1CCCCC1.[OH:7][C:8]1[CH:15]=[CH:14][C:11]([CH:12]=O)=[CH:10][C:9]=1[O:16][CH3:17].C([CH2:21][C:22]([NH:24][C:25]1[CH:33]=[CH:32][CH:31]=[CH:30][C:26]=1[C:27]([OH:29])=[O:28])=[O:23])(O)=O.Cl. (3) Given the product [CH3:35][N:36]([CH3:43])[CH2:37]/[CH:38]=[CH:39]/[C:40]([N:30]1[CH2:31][CH2:32][CH2:33][CH2:34][C@H:29]1[C:8]1[N:4]2[CH:5]=[CH:6][N:7]=[C:2]([CH3:1])[C:3]2=[C:10]([C:11]2[CH:28]=[CH:27][C:14]([C:15]([NH:17][C:18]3[CH:23]=[C:22]([CH2:24][CH2:25][CH3:26])[CH:21]=[CH:20][N:19]=3)=[O:16])=[CH:13][CH:12]=2)[N:9]=1)=[O:41], predict the reactants needed to synthesize it. The reactants are: [CH3:1][C:2]1[C:3]2[N:4]([C:8]([C@@H:29]3[CH2:34][CH2:33][CH2:32][CH2:31][NH:30]3)=[N:9][C:10]=2[C:11]2[CH:28]=[CH:27][C:14]([C:15]([NH:17][C:18]3[CH:23]=[C:22]([CH2:24][CH2:25][CH3:26])[CH:21]=[CH:20][N:19]=3)=[O:16])=[CH:13][CH:12]=2)[CH:5]=[CH:6][N:7]=1.[CH3:35][N:36]([CH3:43])[CH2:37]/[CH:38]=[CH:39]/[C:40](O)=[O:41].